Task: Predict which catalyst facilitates the given reaction.. Dataset: Catalyst prediction with 721,799 reactions and 888 catalyst types from USPTO Reactant: Cl[C:2]1[N:7]=[C:6]([N:8]2[CH2:14][CH:13]3[O:15][CH:10]([CH2:11][CH2:12]3)[CH2:9]2)[CH:5]=[CH:4][N:3]=1.[NH2:16][C:17]1[CH:22]=[CH:21][C:20](B(O)O)=[CH:19][CH:18]=1.C([O-])([O-])=O.[Na+].[Na+]. Product: [CH:10]12[O:15][CH:13]([CH2:12][CH2:11]1)[CH2:14][N:8]([C:6]1[CH:5]=[CH:4][N:3]=[C:2]([C:20]3[CH:21]=[CH:22][C:17]([NH2:16])=[CH:18][CH:19]=3)[N:7]=1)[CH2:9]2. The catalyst class is: 780.